Dataset: Drug-target binding data from BindingDB using Kd measurements. Task: Regression. Given a target protein amino acid sequence and a drug SMILES string, predict the binding affinity score between them. We predict pKd (pKd = -log10(Kd in M); higher means stronger binding). Dataset: bindingdb_kd. (1) The drug is CCN1CCN(Cc2ccc(NC(=O)Nc3ccc(Oc4cc(NC)ncn4)cc3)cc2C(F)(F)F)CC1. The target protein (Q96BR1) has sequence MQRDHTMDYKESCPSVSIPSSDEHREKKKRFTVYKVLVSVGRSEWFVFRRYAEFDKLYNTLKKQFPAMALKIPAKRIFGDNFDPDFIKQRRAGLNEFIQNLVRYPELYNHPDVRAFLQMDSPKHQSDPSEDEDERSSQKLHSTSQNINLGPSGNPHAKPTDFDFLKVIGKGSFGKVLLAKRKLDGKFYAVKVLQKKIVLNRKEQKHIMAERNVLLKNVKHPFLVGLHYSFQTTEKLYFVLDFVNGGELFFHLQRERSFPEHRARFYAAEIASALGYLHSIKIVYRDLKPENILLDSVGHVVLTDFGLCKEGIAISDTTTTFCGTPEYLAPEVIRKQPYDNTVDWWCLGAVLYEMLYGLPPFYCRDVAEMYDNILHKPLSLRPGVSLTAWSILEELLEKDRQNRLGAKEDFLEIQNHPFFESLSWADLVQKKIPPPFNPNVAGPDDIRNFDTAFTEETVPYSVCVSSDYSIVNASVLEADDAFVGFSYAPPSEDLFL. The pKd is 6.8. (2) The compound is Cn1cc(-c2ccc3nnc(Sc4ccc5ncccc5c4)n3n2)cn1. The target protein (P54762) has sequence MALDYLLLLLLASAVAAMEETLMDTRTATAELGWTANPASGWEEVSGYDENLNTIRTYQVCNVFEPNQNNWLLTTFINRRGAHRIYTEMRFTVRDCSSLPNVPGSCKETFNLYYYETDSVIATKKSAFWSEAPYLKVDTIAADESFSQVDFGGRLMKVNTEVRSFGPLTRNGFYLAFQDYGACMSLLSVRVFFKKCPSIVQNFAVFPETMTGAESTSLVIARGTCIPNAEEVDVPIKLYCNGDGEWMVPIGRCTCKPGYEPENSVACKACPAGTFKASQEAEGCSHCPSNSRSPAEASPICTCRTGYYRADFDPPEVACTSVPSGPRNVISIVNETSIILEWHPPRETGGRDDVTYNIICKKCRADRRSCSRCDDNVEFVPRQLGLTECRVSISSLWAHTPYTFDIQAINGVSSKSPFPPQHVSVNITTNQAAPSTVPIMHQVSATMRSITLSWPQPEQPNGIILDYEIRYYEKEHNEFNSSMARSQTNTARIDGLRPGM.... The pKd is 5.0. (3) The compound is O=C(c1ccc(O)cc1)c1ccc(O)cc1. The target protein sequence is MSAVALPRVSGGHDEHGHLEEFRTDPIGLMQRVRDECGDVGTFQLAGKQVVLLSGSHANEFFFRAGDDDLDQAKAYPFMTPIFGEGVVFDASPERRKEMLHNAALRGEQMKGHAATIEDQVRRMIADWGEAGEIDLLDFFAELTIYTSSACLIGKKFRDQLDGRFAKLYHELERGTDPLAYVDPYLPIESFRRRDEARNGLVALVADIMNGRIANPPTDKSDRDMLDVLIAVKAETGTPRFSADEITGMFISMMFAGHHTSSGTASWTLIELMRHRDAYAAVIDELDELYGDGRSVSFHALRQIPQLENVLKETLRLHPPLIILMRVAKGEFEVQGHRIHEGDLVAASPAISNRIPEDFPDPHDFVPARYEQPRQEDLLNRWTWIPFGAGRHRCVGAAFAIMQIKAIFSVLLREYEFEMAQPPESYRNDHSKMVVQLAQPACVRYRRRTGV. The pKd is 4.5.